Dataset: Forward reaction prediction with 1.9M reactions from USPTO patents (1976-2016). Task: Predict the product of the given reaction. The product is: [F:1][C:2]1[CH:7]=[CH:6][C:5]([N:8]2[CH:11]([C:12]3[CH:17]=[CH:16][C:15]([O:18][CH2:19][CH2:20][CH2:21][CH2:22][N:37]([CH3:36])[CH2:38][CH:39]([OH:48])[CH:40]([OH:47])[CH:41]([OH:46])[CH:42]([OH:45])[CH2:43][OH:44])=[CH:14][CH:13]=3)[CH:10]([CH2:24][CH2:25][CH:26]([C:28]3[CH:33]=[CH:32][C:31]([F:34])=[CH:30][CH:29]=3)[OH:27])[C:9]2=[O:35])=[CH:4][CH:3]=1. Given the reactants [F:1][C:2]1[CH:7]=[CH:6][C:5]([N:8]2[CH:11]([C:12]3[CH:17]=[CH:16][C:15]([O:18][CH2:19][CH2:20][CH2:21][CH2:22]I)=[CH:14][CH:13]=3)[CH:10]([CH2:24][CH2:25][CH:26]([C:28]3[CH:33]=[CH:32][C:31]([F:34])=[CH:30][CH:29]=3)[OH:27])[C:9]2=[O:35])=[CH:4][CH:3]=1.[CH3:36][NH:37][CH2:38][CH:39]([OH:48])[CH:40]([OH:47])[CH:41]([OH:46])[CH:42]([OH:45])[CH2:43][OH:44], predict the reaction product.